Task: Predict the product of the given reaction.. Dataset: Forward reaction prediction with 1.9M reactions from USPTO patents (1976-2016) Given the reactants [CH2:1]([O:5][C:6]1[N:14]=[C:13]2[C:9]([N:10]=[C:11]([O:24]C)[N:12]2[CH2:15][CH2:16][CH2:17][CH:18]2[CH2:23][CH2:22][NH:21][CH2:20][CH2:19]2)=[C:8]([NH2:26])[N:7]=1)[CH2:2][CH2:3][CH3:4].I[CH2:28][CH:29]([CH3:31])[CH3:30], predict the reaction product. The product is: [NH2:26][C:8]1[N:7]=[C:6]([O:5][CH2:1][CH2:2][CH2:3][CH3:4])[N:14]=[C:13]2[C:9]=1[NH:10][C:11](=[O:24])[N:12]2[CH2:15][CH2:16][CH2:17][CH:18]1[CH2:19][CH2:20][N:21]([CH2:28][CH:29]([CH3:31])[CH3:30])[CH2:22][CH2:23]1.